This data is from Forward reaction prediction with 1.9M reactions from USPTO patents (1976-2016). The task is: Predict the product of the given reaction. Given the reactants [N:1]1([CH:6]2[CH2:11][CH2:10][CH:9](NC)[CH2:8][CH2:7]2)[CH2:5][CH2:4][CH2:3][CH2:2]1.C[CH2:15][N:16](CC)CC.[C:21]([O:25][C:26](=[O:49])[NH:27][CH2:28][C:29]1[CH:34]=[CH:33][CH:32]=[C:31]([CH2:35][NH:36][C:37]2[N:42]=[C:41](SC#N)[C:40]([N+:46]([O-:48])=[O:47])=[CH:39][N:38]=2)[CH:30]=1)([CH3:24])([CH3:23])[CH3:22], predict the reaction product. The product is: [C:21]([O:25][C:26](=[O:49])[NH:27][CH2:28][C:29]1[CH:34]=[CH:33][CH:32]=[C:31]([CH2:35][NH:36][C:37]2[N:42]=[C:41]([NH:16][CH2:15][CH:9]3[CH2:8][CH2:7][CH:6]([N:1]4[CH2:2][CH2:3][CH2:4][CH2:5]4)[CH2:11][CH2:10]3)[C:40]([N+:46]([O-:48])=[O:47])=[CH:39][N:38]=2)[CH:30]=1)([CH3:23])([CH3:22])[CH3:24].